Dataset: Reaction yield outcomes from USPTO patents with 853,638 reactions. Task: Predict the reaction yield, written as a fraction of the theoretical maximum amount of product (1.0 means a 100% yield; for example, 0.34 means a 34% yield). (1) The reactants are [N:1]1[CH:6]=[CH:5][C:4]([N:7]2[CH2:12][CH2:11][CH:10]([CH2:13][NH:14][C:15]3[C:20]([NH2:21])=[CH:19][CH:18]=[CH:17][N:16]=3)[CH2:9][CH2:8]2)=[CH:3][CH:2]=1.[CH3:22][O:23][C:24]1[CH:32]=[CH:31][C:27]([C:28](Cl)=[O:29])=[CH:26][CH:25]=1. No catalyst specified. The product is [CH3:22][O:23][C:24]1[CH:32]=[CH:31][C:27]([C:28]([NH:21][C:20]2[C:15]([NH:14][CH2:13][CH:10]3[CH2:11][CH2:12][N:7]([C:4]4[CH:5]=[CH:6][N:1]=[CH:2][CH:3]=4)[CH2:8][CH2:9]3)=[N:16][CH:17]=[CH:18][CH:19]=2)=[O:29])=[CH:26][CH:25]=1. The yield is 0.150. (2) The reactants are [Cl:1][Si](C)(C)C.[CH3:6][N:7]([CH:9]1[CH2:14][CH:13]([C:15]2[CH:20]=[CH:19][CH:18]=[CH:17][CH:16]=2)[CH2:12][CH2:11][C:10]1=[CH:21][C:22]([NH:24][CH2:25][CH2:26][C:27]1[C:35]2[C:30](=[CH:31][CH:32]=[CH:33][CH:34]=2)[NH:29][CH:28]=1)=[O:23])[CH3:8]. The catalyst is CC(CC)=O. The product is [ClH:1].[CH3:6][N:7]([CH:9]1[CH2:14][CH:13]([C:15]2[CH:20]=[CH:19][CH:18]=[CH:17][CH:16]=2)[CH2:12][CH2:11][C:10]1=[CH:21][C:22]([NH:24][CH2:25][CH2:26][C:27]1[C:35]2[C:30](=[CH:31][CH:32]=[CH:33][CH:34]=2)[NH:29][CH:28]=1)=[O:23])[CH3:8]. The yield is 0.750. (3) The reactants are Cl[C:2]1[N:6]([CH3:7])[N:5]=[CH:4][C:3]=1[N+:8]([O-:10])=[O:9].[O:11]1[CH2:16][CH2:15][CH:14]([CH2:17][NH2:18])[CH2:13][CH2:12]1. No catalyst specified. The product is [CH3:7][N:6]1[C:2]([NH:18][CH2:17][CH:14]2[CH2:15][CH2:16][O:11][CH2:12][CH2:13]2)=[C:3]([N+:8]([O-:10])=[O:9])[CH:4]=[N:5]1. The yield is 0.930. (4) The reactants are [NH2:1][CH2:2][CH2:3][C:4]([OH:6])=[O:5].[OH-].[Na+].Cl[C:10]([O:12][CH2:13][CH2:14][CH2:15][CH3:16])=[O:11].Cl. The catalyst is CCC(C)C. The product is [CH2:13]([O:12][C:10]([NH:1][CH2:2][CH2:3][C:4]([OH:6])=[O:5])=[O:11])[CH2:14][CH2:15][CH3:16]. The yield is 0.680. (5) The reactants are [CH2:1]([N:3]1[C:11]2[CH:10]=[C:9]3[N:12]=[C:13]([CH:15]([OH:17])[CH3:16])[NH:14][C:8]3=[CH:7][C:6]=2[C:5]([CH3:19])([CH3:18])[C:4]1=[O:20])[CH3:2]. The catalyst is C(Cl)(Cl)Cl.[O-2].[O-2].[Mn+4]. The product is [C:15]([C:13]1[NH:14][C:8]2=[CH:7][C:6]3[C:5]([CH3:19])([CH3:18])[C:4](=[O:20])[N:3]([CH2:1][CH3:2])[C:11]=3[CH:10]=[C:9]2[N:12]=1)(=[O:17])[CH3:16]. The yield is 0.900. (6) The reactants are [Br:1][C:2]1[CH:7]=[C:6]([CH2:8][C:9]([C:11]2[CH:16]=[CH:15][CH:14]=[C:13]([CH3:17])[N:12]=2)=O)[CH:5]=[CH:4][N:3]=1.[NH2:18][C:19]1[CH:24]=[C:23]([CH3:25])[CH:22]=[CH:21][N:20]=1. No catalyst specified. The product is [Br:1][C:2]1[CH:7]=[C:6]([C:8]2[N:20]3[CH:21]=[CH:22][C:23]([CH3:25])=[CH:24][C:19]3=[N:18][C:9]=2[C:11]2[CH:16]=[CH:15][CH:14]=[C:13]([CH3:17])[N:12]=2)[CH:5]=[CH:4][N:3]=1. The yield is 0.550. (7) The reactants are [CH2:1]([O:3][C:4]1([C:7]2[CH:12]=[CH:11][C:10]([C:13]#[CH:14])=[CH:9][C:8]=2[CH:15]([CH3:17])[CH3:16])[CH2:6][CH2:5]1)[CH3:2].[CH3:18][O:19][C:20](=[O:29])[CH2:21][C:22]1[CH:27]=[CH:26][C:25](I)=[CH:24][CH:23]=1. The catalyst is C(N(CC)CC)C.[Cu]I.Cl[Pd](Cl)([P](C1C=CC=CC=1)(C1C=CC=CC=1)C1C=CC=CC=1)[P](C1C=CC=CC=1)(C1C=CC=CC=1)C1C=CC=CC=1. The product is [CH2:1]([O:3][C:4]1([C:7]2[CH:12]=[CH:11][C:10]([C:13]#[C:14][C:25]3[CH:26]=[CH:27][C:22]([CH2:21][C:20]([O:19][CH3:18])=[O:29])=[CH:23][CH:24]=3)=[CH:9][C:8]=2[CH:15]([CH3:16])[CH3:17])[CH2:6][CH2:5]1)[CH3:2]. The yield is 0.710.